Dataset: Forward reaction prediction with 1.9M reactions from USPTO patents (1976-2016). Task: Predict the product of the given reaction. (1) Given the reactants [Br:1][C:2]1[CH:3]=[C:4]([F:14])[C:5]2[O:9][C:8](C(O)=O)=[CH:7][C:6]=2[CH:13]=1, predict the reaction product. The product is: [Br:1][C:2]1[CH:3]=[C:4]([F:14])[C:5]2[O:9][CH:8]=[CH:7][C:6]=2[CH:13]=1. (2) Given the reactants [CH3:1][C:2]1[CH:3]=[C:4]2[C:12](=[CH:13][CH:14]=1)[NH:11][C:10]1[CH:9]([NH2:15])[CH2:8][CH2:7][CH2:6][C:5]2=1.[C:16](Cl)(=[O:23])[C:17]1[CH:22]=[CH:21][CH:20]=[CH:19][CH:18]=1, predict the reaction product. The product is: [CH3:1][C:2]1[CH:3]=[C:4]2[C:12](=[CH:13][CH:14]=1)[NH:11][C:10]1[CH:9]([NH:15][C:16](=[O:23])[C:17]3[CH:22]=[CH:21][CH:20]=[CH:19][CH:18]=3)[CH2:8][CH2:7][CH2:6][C:5]2=1. (3) The product is: [CH3:1][C:2]1([CH3:9])[CH2:7][O:8][CH:16]([C:17]2[CH:22]=[CH:21][C:20]([O:23][CH3:24])=[CH:19][CH:18]=2)[O:6][C@H:3]1[CH2:4][OH:5]. Given the reactants [CH3:1][C:2]([CH3:9])([CH2:7][OH:8])[C@@H:3]([OH:6])[CH2:4][OH:5].O(Cl)Cl.[P+5].CO[CH:16](OC)[C:17]1[CH:22]=[CH:21][C:20]([O:23][CH3:24])=[CH:19][CH:18]=1, predict the reaction product. (4) Given the reactants [OH:1][C:2]1[CH:7]=[CH:6][C:5]([S:8]([N:11]([CH2:22][CH:23]([CH3:25])[CH3:24])[C:12]2[N:17]=[C:16]([C:18]([F:21])([F:20])[F:19])[CH:15]=[CH:14][N:13]=2)(=[O:10])=[O:9])=[CH:4][CH:3]=1.[F-].[K+].Cl[CH2:29][C:30]1[C:31]([CH3:36])=[N:32][O:33][C:34]=1[CH3:35], predict the reaction product. The product is: [CH3:36][C:31]1[C:30]([CH2:29][O:1][C:2]2[CH:7]=[CH:6][C:5]([S:8]([N:11]([CH2:22][CH:23]([CH3:25])[CH3:24])[C:12]3[N:17]=[C:16]([C:18]([F:21])([F:20])[F:19])[CH:15]=[CH:14][N:13]=3)(=[O:9])=[O:10])=[CH:4][CH:3]=2)=[C:34]([CH3:35])[O:33][N:32]=1. (5) Given the reactants [F:1][C:2]1[CH:7]=[C:6]([OH:8])[CH:5]=[CH:4][C:3]=1[C:9]1[C:14]([C:15]([F:18])([F:17])[F:16])=[CH:13][C:12]([F:19])=[C:11]([CH2:20][O:21][C:22]2[N:27]=[CH:26][C:25]3[C@@H:28]4[C@@H:31]([C:32]([O:34][CH2:35][CH3:36])=[O:33])[C@@H:29]4[CH2:30][C:24]=3[CH:23]=2)[CH:10]=1.CCN(CC)CC.C1(N([S:51]([C:54]([F:57])([F:56])[F:55])(=[O:53])=[O:52])[S:51]([C:54]([F:57])([F:56])[F:55])(=[O:53])=[O:52])C=CC=CC=1.O, predict the reaction product. The product is: [F:1][C:2]1[CH:7]=[C:6]([O:8][S:51]([C:54]([F:57])([F:56])[F:55])(=[O:53])=[O:52])[CH:5]=[CH:4][C:3]=1[C:9]1[C:14]([C:15]([F:16])([F:17])[F:18])=[CH:13][C:12]([F:19])=[C:11]([CH2:20][O:21][C:22]2[N:27]=[CH:26][C:25]3[C@@H:28]4[C@@H:31]([C:32]([O:34][CH2:35][CH3:36])=[O:33])[C@@H:29]4[CH2:30][C:24]=3[CH:23]=2)[CH:10]=1.